Dataset: Catalyst prediction with 721,799 reactions and 888 catalyst types from USPTO. Task: Predict which catalyst facilitates the given reaction. (1) Product: [NH:39]1[CH2:40][CH2:41][CH:36]([N:35]2[CH2:32][C:29]3[CH:30]=[CH:31][N:26]=[CH:27][C:28]=3[NH:34][C:11]2=[O:13])[CH2:37][CH2:38]1. Reactant: C(O[BH-](O[C:11](=[O:13])C)OC(=O)C)(=O)C.[Na+].C(O)(=O)C.C([N:26]1[CH:31]=[CH:30][C:29]([CH:32]=O)=[C:28]([NH2:34])[CH2:27]1)(OC(C)(C)C)=O.[NH2:35][CH:36]1[CH2:41][CH2:40][N:39](C(OCC)=O)[CH2:38][CH2:37]1. The catalyst class is: 68. (2) Reactant: [C:1]1(=[O:11])[NH:5][C:4](=[O:6])[C:3]2=[CH:7][CH:8]=[CH:9][CH:10]=[C:2]12.[CH:12]1[CH:17]=C[C:15](P([C:13]2[CH:14]=[CH:15]C=[CH:17][CH:12]=2)[C:13]2[CH:14]=[CH:15]C=[CH:17][CH:12]=2)=[CH:14][CH:13]=1.OC(C)CC#C.CC(OC(/N=N/C(OC(C)C)=O)=O)C. Product: [CH3:15][CH:14]([N:5]1[C:1](=[O:11])[C:2]2[C:3](=[CH:7][CH:8]=[CH:9][CH:10]=2)[C:4]1=[O:6])[CH2:13][C:12]#[CH:17]. The catalyst class is: 1. (3) Reactant: Cl.[CH3:2][C@H:3]1[CH2:9][NH:8][CH2:7][CH2:6][CH2:5][N:4]1[S:10]([C:13]1[CH:18]=[CH:17][CH:16]=[CH:15][C:14]=1[N+:19]([O-:21])=[O:20])(=[O:12])=[O:11].C(=O)([O-])[O-].[K+].[K+].[C:28](O[C:28]([O:30][C:31]([CH3:34])([CH3:33])[CH3:32])=[O:29])([O:30][C:31]([CH3:34])([CH3:33])[CH3:32])=[O:29]. Product: [N+:19]([C:14]1[CH:15]=[CH:16][CH:17]=[CH:18][C:13]=1[S:10]([N:4]1[CH2:5][CH2:6][CH2:7][N:8]([C:28]([O:30][C:31]([CH3:34])([CH3:33])[CH3:32])=[O:29])[CH2:9][C@@H:3]1[CH3:2])(=[O:12])=[O:11])([O-:21])=[O:20]. The catalyst class is: 40. (4) Reactant: C[Si](I)(C)C.[Cl:6][C:7]1[CH:15]=[C:14]2[C:10]([C:11]([NH:16][C:17](=[O:21])[CH2:18][CH2:19][CH3:20])=[N:12][NH:13]2)=[CH:9][C:8]=1[C:22]1[CH:27]=[CH:26][C:25]([O:28]CC2C=CC=CC=2)=[CH:24][CH:23]=1. Product: [Cl:6][C:7]1[CH:15]=[C:14]2[C:10]([C:11]([NH:16][C:17](=[O:21])[CH2:18][CH2:19][CH3:20])=[N:12][NH:13]2)=[CH:9][C:8]=1[C:22]1[CH:23]=[CH:24][C:25]([OH:28])=[CH:26][CH:27]=1. The catalyst class is: 5.